From a dataset of Forward reaction prediction with 1.9M reactions from USPTO patents (1976-2016). Predict the product of the given reaction. (1) Given the reactants [CH3:1][C:2]1[C:3](Cl)=[N:4][C:5]([Cl:8])=[N:6][CH:7]=1.CCN(C(C)C)C(C)C.[CH:19]([NH:22][C:23]([C@H:25]1[CH2:29][CH2:28][CH2:27][C@H:26]1[NH2:30])=[O:24])([CH3:21])[CH3:20], predict the reaction product. The product is: [CH:19]([NH:22][C:23]([C@H:25]1[CH2:29][CH2:28][CH2:27][C@H:26]1[NH:30][C:3]1[C:2]([CH3:1])=[CH:7][N:6]=[C:5]([Cl:8])[N:4]=1)=[O:24])([CH3:21])[CH3:20]. (2) Given the reactants [C:1]1([C:11](Cl)=[O:12])[C:10]2[C:5](=[CH:6][CH:7]=[CH:8][CH:9]=2)[CH:4]=[CH:3][CH:2]=1.[Al+3].[Cl-].[Cl-].[Cl-].[CH2:18]([O:20][C:21]([C:23]1[NH:24][C:25]2[C:30]([CH:31]=1)=[CH:29][CH:28]=[CH:27][CH:26]=2)=[O:22])[CH3:19], predict the reaction product. The product is: [CH2:18]([O:20][C:21]([C:23]1[NH:24][C:25]2[C:30]([C:31]=1[C:11]([C:1]1[C:10]3[C:5](=[CH:6][CH:7]=[CH:8][CH:9]=3)[CH:4]=[CH:3][CH:2]=1)=[O:12])=[CH:29][CH:28]=[CH:27][CH:26]=2)=[O:22])[CH3:19]. (3) Given the reactants Cl.[CH2:2]1[C:7]2([CH2:12][CH2:11][C:10](=[O:13])[CH2:9][CH2:8]2)[CH2:6][CH2:5][NH:4][CH2:3]1.[CH3:14][C:15]([O:18][C:19](O[C:19]([O:18][C:15]([CH3:17])([CH3:16])[CH3:14])=[O:20])=[O:20])([CH3:17])[CH3:16], predict the reaction product. The product is: [O:13]=[C:10]1[CH2:11][CH2:12][C:7]2([CH2:2][CH2:3][N:4]([C:19]([O:18][C:15]([CH3:17])([CH3:16])[CH3:14])=[O:20])[CH2:5][CH2:6]2)[CH2:8][CH2:9]1. (4) Given the reactants O[C@@H:2]([CH2:6][C:7]1[CH:12]=[CH:11][CH:10]=[CH:9][CH:8]=1)[C:3]([OH:5])=[O:4].S(Cl)([Cl:15])=O.CN(C)C=O.Cl, predict the reaction product. The product is: [Cl:15][C@H:2]([CH2:6][C:7]1[CH:12]=[CH:11][CH:10]=[CH:9][CH:8]=1)[C:3]([OH:5])=[O:4]. (5) Given the reactants [BH4-].[Li+].[CH3:3][O:4][C:5]([C:7]1[O:11][N:10]=[C:9]([O:12][CH2:13][C:14]2[C:15]([C:21]3[CH:26]=[CH:25][C:24]([F:27])=[CH:23][CH:22]=3)=[N:16][O:17][C:18]=2[CH:19]=[O:20])[CH:8]=1)=[O:6].C(O)(=O)CC(CC(O)=O)(C(O)=O)O, predict the reaction product. The product is: [CH3:3][O:4][C:5]([C:7]1[O:11][N:10]=[C:9]([O:12][CH2:13][C:14]2[C:15]([C:21]3[CH:22]=[CH:23][C:24]([F:27])=[CH:25][CH:26]=3)=[N:16][O:17][C:18]=2[CH2:19][OH:20])[CH:8]=1)=[O:6].